Dataset: Forward reaction prediction with 1.9M reactions from USPTO patents (1976-2016). Task: Predict the product of the given reaction. (1) The product is: [NH2:7][C:8]1[S:9][C:10]([C:34]2[CH:35]=[CH:36][CH:37]=[CH:38][CH:39]=2)=[CH:11][C:12]=1[C:13]([N:15]1[CH2:20][CH2:19][CH:18]([N:21]2[CH2:26][CH2:25][CH2:24][CH:23]([C:27]([N:29]([CH2:30][CH3:31])[CH2:32][CH3:33])=[O:28])[CH2:22]2)[CH2:17][CH2:16]1)=[O:14]. Given the reactants C(OC(=O)[NH:7][C:8]1[S:9][C:10]([C:34]2[CH:39]=[CH:38][CH:37]=[CH:36][CH:35]=2)=[CH:11][C:12]=1[C:13]([N:15]1[CH2:20][CH2:19][CH:18]([N:21]2[CH2:26][CH2:25][CH2:24][CH:23]([C:27]([N:29]([CH2:32][CH3:33])[CH2:30][CH3:31])=[O:28])[CH2:22]2)[CH2:17][CH2:16]1)=[O:14])(C)(C)C, predict the reaction product. (2) Given the reactants [NH2:1][C:2]1[CH:11]=[CH:10][C:9]2[CH2:8][CH2:7][CH2:6][CH2:5][C:4]=2[C:3]=1[C:12]([O:14][CH3:15])=[O:13].[N+:16]([C:19]1[CH:24]=[CH:23][CH:22]=[CH:21][C:20]=1[S:25](Cl)(=[O:27])=[O:26])([O-:18])=[O:17], predict the reaction product. The product is: [N+:16]([C:19]1[CH:24]=[CH:23][CH:22]=[CH:21][C:20]=1[S:25]([NH:1][C:2]1[CH:11]=[CH:10][C:9]2[CH2:8][CH2:7][CH2:6][CH2:5][C:4]=2[C:3]=1[C:12]([O:14][CH3:15])=[O:13])(=[O:27])=[O:26])([O-:18])=[O:17]. (3) The product is: [CH3:36][O:35][CH2:34][CH2:33][O:32][C:30](=[O:31])[N:14]([N:8]1[C:7](=[O:19])[C:6]2[C:11](=[CH:12][C:3]([CH:2]([F:1])[F:28])=[C:4]([C:20]3[N:21]([CH:25]([CH3:26])[CH3:27])[N:22]=[CH:23][CH:24]=3)[CH:5]=2)[NH:10][C:9]1=[O:13])[S:15]([CH3:18])(=[O:16])=[O:17]. Given the reactants [F:1][CH:2]([F:28])[C:3]1[CH:12]=[C:11]2[C:6]([C:7](=[O:19])[N:8]([NH:14][S:15]([CH3:18])(=[O:17])=[O:16])[C:9](=[O:13])[NH:10]2)=[CH:5][C:4]=1[C:20]1[N:21]([CH:25]([CH3:27])[CH3:26])[N:22]=[CH:23][CH:24]=1.Cl[C:30]([O:32][CH2:33][CH2:34][O:35][CH3:36])=[O:31], predict the reaction product. (4) Given the reactants [CH:1]1([NH:6][C:7]([N:9]2[C:17]3[C:12](=[CH:13][C:14]([O:18][C:19]4[CH:24]=[CH:23][N:22]=[C:21]([NH2:25])[CH:20]=4)=[CH:15][CH:16]=3)[CH:11]=[CH:10]2)=[O:8])[CH2:5][CH2:4][CH2:3][CH2:2]1.C(N(CC)CC)C.N1C=[CH:37][CH:36]=[CH:35][CH:34]=1.Cl[C:40]([O:42][C:43]1[CH:48]=[CH:47][CH:46]=[CH:45][CH:44]=1)=[O:41].[C:49]([O:52][CH2:53][CH3:54])(=[O:51])C, predict the reaction product. The product is: [CH:1]1([NH:6][C:7]([N:9]2[C:17]3[C:12](=[CH:13][C:14]([O:18][C:19]4[CH:24]=[CH:23][N:22]=[C:21]([N:25]([C:49]([O:52][C:53]5[CH:54]=[CH:37][CH:36]=[CH:35][CH:34]=5)=[O:51])[C:40](=[O:41])[O:42][C:43]5[CH:48]=[CH:47][CH:46]=[CH:45][CH:44]=5)[CH:20]=4)=[CH:15][CH:16]=3)[CH:11]=[CH:10]2)=[O:8])[CH2:2][CH2:3][CH2:4][CH2:5]1.